From a dataset of Experimentally validated miRNA-target interactions with 360,000+ pairs, plus equal number of negative samples. Binary Classification. Given a miRNA mature sequence and a target amino acid sequence, predict their likelihood of interaction. (1) The miRNA is rno-miR-214-3p with sequence ACAGCAGGCACAGACAGGCAG. The protein sequence of the target gene is MNLLPNIESPVTRQEKMATVWDEAEQDGIGEEVLKMSTEEIIQRTRLLDSEIKIMKSEVLRVTHELQAMKDKIKENSEKIKVNKTLPYLVSNVIELLDVDPNDQEEDGANIDLDSQRKGKCAVIKTSTRQTYFLPVIGLVDAEKLKPGDLVGVNKDSYLILETLPTEYDSRVKAMEVDERPTEQYSDIGGLDKQIQELVEAIVLPMNHKEKFENLGIQPPKGVLMYGPPGTGKTLLARACAAQTKATFLKLAGPQLVQMFIGDGAKLVRDAFALAKEKAPSIIFIDELDAIGTKRFDSEK.... Result: 0 (no interaction). (2) The miRNA is mmu-miR-295-3p with sequence AAAGUGCUACUACUUUUGAGUCU. The protein sequence of the target gene is MQVSSLNEVKIYSLSCGKSLPEWLSDRKKRALQKKNVDVRRRIELIQDFEMPTVCTTIKVSKDGQYILATGTYKPRVRCYDTYQLSLKFERCLDSEVVTFEILSDDYSKIVFLHNDRYIEFHSQSGFYYKTRIPKFGRDFSYHYPSCDLYFVGASSEVYRLNLEQGRYLNPLQTDAAENNVCDINAVHGLFATGTIEGRVECWDPRVRKRVGVLDCALNSVTADSEINSLPTISALKFNGALSMAVGTSTGQVLLYDLRSDKPLLVKDHQYGLPIKSVHFQDSLDLVLSADSRIVKMWNK.... Result: 1 (interaction). (3) The miRNA is hsa-miR-93-5p with sequence CAAAGUGCUGUUCGUGCAGGUAG. The protein sequence of the target gene is MAGRHQNRSFPLPGVQSSGQVHAFGNCSDSDILEEDAEVYELRSRGKEKVRRSTSRDRLDDIIVLTKDIQEGDTLNAIALQYCCTVADIKRVNNLISDQDFFALRSIKIPVKKFSSLTETLCPPKGRQTSRHSSVQYSSEQQEILPANDSLAYSDSAGSFLKEVDRDIEQIVKCTDNKRENLNEVVSALTAQQMRFEPDNKNTQRKDPYYGADWGIGWWTAVVIMLIVGIITPVFYLLYYEILAKVDVSHHSTVDSSHLHSKITPPSQQREMENGIVPTKGIHFSQQDDHKLYSQDSQSP.... Result: 1 (interaction). (4) The miRNA is hsa-miR-3972 with sequence CUGCCAGCCCCGUUCCAGGGCA. The protein sequence of the target gene is MRTLRRLKFMSSPSLSDLGKREPAAAADERGTQQRRACANATWNSIHNGVIAVFQRKGLPDQELFSLNEGVRQLLKTELGSFFTEYLQNQLLTKGMVILRDKIRFYEGQKLLDSLAETWDFFFSDVLPMLQAIFYPVQGKEPSVRQLALLHFRNAITLSVKLEDALARAHARVPPAIVQMLLVLQGVHESRGVTEDYLRLETLVQKVVSPYLGTYGLHSSEGPFTHSCILEKRLLRRSRSGDVLAKNPVVRSKSYNTPLLNPVQEHEAEGAAAGGTSIRRHSVSEMTSCPEPQGFSDPPG.... Result: 0 (no interaction). (5) The miRNA is mmu-miR-466l-5p with sequence UUGUGUGUACAUGUACAUGUAU. The protein sequence of the target gene is MSYYGSSYRIVNVDSKYPGYPPEHAIAEKRRARRRLLHKDGSCNVYFKHIFGEWGSYMVDIFTTLVDTKWRHMFVIFSLSYILSWLIFGSIFWLIAFHHGDLLSDPDITPCVDNVHSFTAAFLFSLETQTTIGYGYRCVTEECSVAVLTVILQSILSCIINTFIIGAALAKMATARKRAQTIRFSYFALIGMRDGKLCLMWRIGDFRPNHVVEGTVRAQLLRYSEDSEGRMTMAFKDLKLVNDQIILVTPVTIVHEIDHESPLYALDRKAVAKDNFEILVTFIYTGDSTGTSHQSRSSYI.... Result: 1 (interaction). (6) The miRNA is hsa-miR-664a-3p with sequence UAUUCAUUUAUCCCCAGCCUACA. The protein sequence of the target gene is MPFSDFVLALKDNPYFGAGFGLVGVGTALAMARKGAQLGLVAFRRHYMITLEVPARDRSYAWLLSWLTRHSTRTQHLSVETSYLQHESGRISTKFEFIPSPGNHFIWYQGKWIRVERNRDMQMVDLQTGTPWESVTFTALGTDRKVFFNILEEARALALQQEEGKTVMYTAVGSEWRTFGYPRRRRPLDSVVLQQGLADRIVKDIREFIDNPKWYIDRGIPYRRGYLLYGPPGCGKSSFITALAGELEHSICLLSLTDSSLSDDRLNHLLSVAPQQSLVLLEDVDAAFLSRDLAVENPIK.... Result: 0 (no interaction).